From a dataset of Peptide-MHC class I binding affinity with 185,985 pairs from IEDB/IMGT. Regression. Given a peptide amino acid sequence and an MHC pseudo amino acid sequence, predict their binding affinity value. This is MHC class I binding data. (1) The MHC is HLA-A02:01 with pseudo-sequence HLA-A02:01. The binding affinity (normalized) is 0.0847. The peptide sequence is ALYLLDGLR. (2) The peptide sequence is NAVRLRHPL. The MHC is H-2-Kb with pseudo-sequence H-2-Kb. The binding affinity (normalized) is 0.129. (3) The peptide sequence is RELVRKTRF. The MHC is HLA-B07:02 with pseudo-sequence HLA-B07:02. The binding affinity (normalized) is 0.0847. (4) The peptide sequence is QQWIQFMMSR. The MHC is HLA-A11:01 with pseudo-sequence HLA-A11:01. The binding affinity (normalized) is 0.172.